Dataset: Catalyst prediction with 721,799 reactions and 888 catalyst types from USPTO. Task: Predict which catalyst facilitates the given reaction. Reactant: Cl.[S:2]([N:12]1[C:16]2=[N:17][CH:18]=[C:19]([CH2:21][NH2:22])[N:20]=[C:15]2[CH:14]=[CH:13]1)([C:5]1[CH:11]=[CH:10][C:8]([CH3:9])=[CH:7][CH:6]=1)(=[O:4])=[O:3].CCN(C(C)C)C(C)C.[C:32]([N:39]1[CH2:44][CH2:43][CH2:42][C@@H:41]([C:45](O)=[O:46])[CH2:40]1)([O:34][C:35]([CH3:38])([CH3:37])[CH3:36])=[O:33].CN(C(ON1N=NC2C=CC=NC1=2)=[N+](C)C)C.F[P-](F)(F)(F)(F)F. Product: [S:2]([N:12]1[C:16]2=[N:17][CH:18]=[C:19]([CH2:21][NH:22][C:45]([C@@H:41]3[CH2:42][CH2:43][CH2:44][N:39]([C:32]([O:34][C:35]([CH3:38])([CH3:37])[CH3:36])=[O:33])[CH2:40]3)=[O:46])[N:20]=[C:15]2[CH:14]=[CH:13]1)([C:5]1[CH:6]=[CH:7][C:8]([CH3:9])=[CH:10][CH:11]=1)(=[O:3])=[O:4]. The catalyst class is: 34.